From a dataset of Reaction yield outcomes from USPTO patents with 853,638 reactions. Predict the reaction yield, written as a fraction of the theoretical maximum amount of product (1.0 means a 100% yield; for example, 0.34 means a 34% yield). (1) The reactants are Br[C:2]1[CH:7]=[CH:6][C:5]2[C:8]3([CH2:24][O:25][C:4]=2[CH:3]=1)[C:16]1[C:11](=[CH:12][CH:13]=[CH:14][CH:15]=1)[N:10]([CH2:17][C@H:18]1[CH2:22][CH2:21][CH2:20][O:19]1)[C:9]3=[O:23].C(=[NH:39])(C1C=CC=CC=1)C1C=CC=CC=1.C1(P(C2C=CC=CC=2)C2C=CC3C(=CC=CC=3)C=2C2C3C(=CC=CC=3)C=CC=2P(C2C=CC=CC=2)C2C=CC=CC=2)C=CC=CC=1.CC(C)([O-])C.[Na+]. The catalyst is C1(C)C=CC=CC=1.C(OCC)(=O)C.C1C=CC(/C=C/C(/C=C/C2C=CC=CC=2)=O)=CC=1.C1C=CC(/C=C/C(/C=C/C2C=CC=CC=2)=O)=CC=1.C1C=CC(/C=C/C(/C=C/C2C=CC=CC=2)=O)=CC=1.[Pd].[Pd]. The product is [NH2:39][C:2]1[CH:7]=[CH:6][C:5]2[C:8]3([CH2:24][O:25][C:4]=2[CH:3]=1)[C:16]1[C:11](=[CH:12][CH:13]=[CH:14][CH:15]=1)[N:10]([CH2:17][C@H:18]1[CH2:22][CH2:21][CH2:20][O:19]1)[C:9]3=[O:23]. The yield is 0.610. (2) The reactants are [N+:1]([C:4]1[CH:5]=[CH:6][CH:7]=[C:8]2[C:12]=1[NH:11][C:10]([C:13]([O:15][CH2:16][CH3:17])=[O:14])=[CH:9]2)([O-])=O. The catalyst is C(O)C.[Pt](=O)=O. The product is [NH2:1][C:4]1[CH:5]=[CH:6][CH:7]=[C:8]2[C:12]=1[NH:11][C:10]([C:13]([O:15][CH2:16][CH3:17])=[O:14])=[CH:9]2. The yield is 0.740. (3) The reactants are [NH2:1][C:2]1[S:3][C:4]([C:7]([CH3:10])([CH3:9])[CH3:8])=[N:5][N:6]=1.[C:11]([NH:14][C:15]1[CH:24]=[CH:23][C:18]([S:19](Cl)(=[O:21])=[O:20])=[CH:17][CH:16]=1)(=[O:13])[CH3:12].Cl. The catalyst is N1C=CC=CC=1. The product is [C:7]([C:4]1[S:3][C:2]([NH:1][S:19]([C:18]2[CH:17]=[CH:16][C:15]([NH:14][C:11](=[O:13])[CH3:12])=[CH:24][CH:23]=2)(=[O:21])=[O:20])=[N:6][N:5]=1)([CH3:10])([CH3:9])[CH3:8]. The yield is 0.840. (4) The reactants are [CH3:1][O:2][C:3]1[CH:4]=[C:5]([CH2:20][C:21]([OH:23])=O)[CH:6]=[CH:7][C:8]=1[NH:9][C:10]([NH:12][C:13]1[CH:18]=[CH:17][CH:16]=[CH:15][C:14]=1[CH3:19])=[O:11].[NH:24]1[CH2:28][CH2:27][CH2:26][C@H:25]1[CH2:29][O:30][C:31]1[CH:40]=[CH:39][C:34]([C:35]([O:37][CH3:38])=[O:36])=[CH:33][CH:32]=1.C(Cl)CCl.C1C=CC2N(O)N=NC=2C=1. The product is [CH3:1][O:2][C:3]1[CH:4]=[C:5]([CH2:20][C:21]([N:24]2[CH2:28][CH2:27][CH2:26][C@H:25]2[CH2:29][O:30][C:31]2[CH:40]=[CH:39][C:34]([C:35]([O:37][CH3:38])=[O:36])=[CH:33][CH:32]=2)=[O:23])[CH:6]=[CH:7][C:8]=1[NH:9][C:10]([NH:12][C:13]1[CH:18]=[CH:17][CH:16]=[CH:15][C:14]=1[CH3:19])=[O:11]. The yield is 0.750. The catalyst is CN(C1C=CN=CC=1)C.CN(C=O)C.CCOC(C)=O. (5) The reactants are [C:1]([N:5]1[C:9](=[O:10])[C:8](Cl)=[C:7]([C:12]2[CH:17]=[CH:16][CH:15]=[CH:14][CH:13]=2)[S:6]1(=[O:19])=[O:18])([CH3:4])([CH3:3])[CH3:2].Cl.Cl.[N:22]1[CH:27]=[CH:26][CH:25]=[CH:24][C:23]=1[N:28]1[CH2:33][CH2:32][CH:31]([NH2:34])[CH2:30][CH2:29]1. The catalyst is CN(C=O)C. The product is [C:1]([N:5]1[C:9](=[O:10])[C:8]([NH:34][CH:31]2[CH2:32][CH2:33][N:28]([C:23]3[CH:24]=[CH:25][CH:26]=[CH:27][N:22]=3)[CH2:29][CH2:30]2)=[C:7]([C:12]2[CH:17]=[CH:16][CH:15]=[CH:14][CH:13]=2)[S:6]1(=[O:19])=[O:18])([CH3:4])([CH3:3])[CH3:2]. The yield is 0.690.